Dataset: Aqueous solubility values for 9,982 compounds from the AqSolDB database. Task: Regression/Classification. Given a drug SMILES string, predict its absorption, distribution, metabolism, or excretion properties. Task type varies by dataset: regression for continuous measurements (e.g., permeability, clearance, half-life) or binary classification for categorical outcomes (e.g., BBB penetration, CYP inhibition). For this dataset (solubility_aqsoldb), we predict Y. (1) The compound is CCCC(C)CC(C)O. The Y is -1.88 log mol/L. (2) The drug is COC(=O)CCCNC(=O)NC12CC3CC(CC(C3)C1)C2. The Y is -2.25 log mol/L. (3) The molecule is CCCCCCCCN(CCO)CCO. The Y is -2.19 log mol/L. (4) The Y is -2.36 log mol/L. The drug is C=CC1(C(C)CCC)C(=O)NC(=O)NC1=O.